The task is: Predict the reactants needed to synthesize the given product.. This data is from Full USPTO retrosynthesis dataset with 1.9M reactions from patents (1976-2016). (1) Given the product [OH:1][C:4]1[CH:9]=[CH:8][C:7]([S:10][C:11]([F:14])([F:13])[F:12])=[CH:6][N:5]=1, predict the reactants needed to synthesize it. The reactants are: [OH-:1].[K+].Cl[C:4]1[CH:9]=[CH:8][C:7]([S:10][C:11]([F:14])([F:13])[F:12])=[CH:6][N:5]=1.Cl. (2) Given the product [F:8][C:9]1[CH:14]=[C:13]([N:3]2[CH:4]=[CH:5][CH:6]=[CH:7][C:2]2=[O:1])[CH:12]=[CH:11][C:10]=1[N+:16]([O-:18])=[O:17], predict the reactants needed to synthesize it. The reactants are: [OH:1][C:2]1[CH:7]=[CH:6][CH:5]=[CH:4][N:3]=1.[F:8][C:9]1[CH:14]=[C:13](F)[CH:12]=[CH:11][C:10]=1[N+:16]([O-:18])=[O:17].C(=O)([O-])[O-].[K+].[K+]. (3) Given the product [N+:20]([C:21]1[CH:30]=[C:29]2[C:25]([CH2:26][CH2:27][CH2:28]2)=[CH:24][C:22]=1[NH:23][C:10](=[O:11])[CH3:12])([O-:31])=[O:33], predict the reactants needed to synthesize it. The reactants are: OO.C(O[C:10]([C:12](F)(F)F)=[O:11])(C(F)(F)F)=O.C(C1N=[N+:20]([O-:31])[C:21]2[CH:30]=[C:29]3[C:25]([CH2:26][CH2:27][CH2:28]3)=[CH:24][C:22]=2[N:23]=1)C.C(O)(C(F)(F)F)=[O:33].N. (4) Given the product [C:1]([O:5][C:6](=[O:7])[N:8]([CH2:9][CH2:10][N:11]1[C:15]2[CH:16]=[CH:17][C:18]([C:20](=[O:21])[NH:35][CH2:36][C:37](=[O:38])[N:39]([CH3:41])[CH3:40])=[CH:19][C:14]=2[N:13]=[C:12]1[NH:23][C:24]1[S:25][C:26]2[CH:32]=[C:31]([Cl:33])[CH:30]=[CH:29][C:27]=2[N:28]=1)[CH3:34])([CH3:4])([CH3:2])[CH3:3], predict the reactants needed to synthesize it. The reactants are: [C:1]([O:5][C:6]([N:8]([CH3:34])[CH2:9][CH2:10][N:11]1[C:15]2[CH:16]=[CH:17][C:18]([C:20](O)=[O:21])=[CH:19][C:14]=2[N:13]=[C:12]1[NH:23][C:24]1[S:25][C:26]2[CH:32]=[C:31]([Cl:33])[CH:30]=[CH:29][C:27]=2[N:28]=1)=[O:7])([CH3:4])([CH3:3])[CH3:2].[NH2:35][CH2:36][C:37]([N:39]([CH3:41])[CH3:40])=[O:38].CN(C(ON1N=NC2C=CC=CC1=2)=[N+](C)C)C.F[P-](F)(F)(F)(F)F.CCN(C(C)C)C(C)C. (5) Given the product [CH3:24][N:25]([CH3:29])[CH2:26][CH2:27][O:1][C:2]1[CH:3]=[CH:4][C:5]2[C:6]3[N:14]=[C:13]([C:15]4[CH:20]=[CH:19][CH:18]=[CH:17][CH:16]=4)[CH:12]=[C:11]([C:21]([NH2:23])=[O:22])[C:7]=3[NH:8][C:9]=2[CH:10]=1, predict the reactants needed to synthesize it. The reactants are: [OH:1][C:2]1[CH:3]=[CH:4][C:5]2[C:6]3[N:14]=[C:13]([C:15]4[CH:20]=[CH:19][CH:18]=[CH:17][CH:16]=4)[CH:12]=[C:11]([C:21]([NH2:23])=[O:22])[C:7]=3[NH:8][C:9]=2[CH:10]=1.[CH3:24][N:25]([CH3:29])[CH2:26][CH2:27]O.